From a dataset of NCI-60 drug combinations with 297,098 pairs across 59 cell lines. Regression. Given two drug SMILES strings and cell line genomic features, predict the synergy score measuring deviation from expected non-interaction effect. (1) Drug 1: CCC1(CC2CC(C3=C(CCN(C2)C1)C4=CC=CC=C4N3)(C5=C(C=C6C(=C5)C78CCN9C7C(C=CC9)(C(C(C8N6C)(C(=O)OC)O)OC(=O)C)CC)OC)C(=O)OC)O.OS(=O)(=O)O. Drug 2: CN(CCCl)CCCl.Cl. Cell line: UACC62. Synergy scores: CSS=20.0, Synergy_ZIP=-3.02, Synergy_Bliss=1.51, Synergy_Loewe=3.48, Synergy_HSA=3.44. (2) Cell line: SNB-75. Drug 2: CCC1(C2=C(COC1=O)C(=O)N3CC4=CC5=C(C=CC(=C5CN(C)C)O)N=C4C3=C2)O.Cl. Synergy scores: CSS=7.51, Synergy_ZIP=-1.24, Synergy_Bliss=1.75, Synergy_Loewe=-20.0, Synergy_HSA=-3.32. Drug 1: CC1=CC2C(CCC3(C2CCC3(C(=O)C)OC(=O)C)C)C4(C1=CC(=O)CC4)C. (3) Drug 1: CN1CCC(CC1)COC2=C(C=C3C(=C2)N=CN=C3NC4=C(C=C(C=C4)Br)F)OC. Drug 2: C1=CC(=CC=C1CC(C(=O)O)N)N(CCCl)CCCl.Cl. Cell line: HT29. Synergy scores: CSS=10.6, Synergy_ZIP=1.93, Synergy_Bliss=3.83, Synergy_Loewe=-1.54, Synergy_HSA=-0.0627. (4) Drug 1: C1=NC2=C(N=C(N=C2N1C3C(C(C(O3)CO)O)F)Cl)N. Drug 2: CCN(CC)CCNC(=O)C1=C(NC(=C1C)C=C2C3=C(C=CC(=C3)F)NC2=O)C. Cell line: SNB-75. Synergy scores: CSS=-0.172, Synergy_ZIP=1.34, Synergy_Bliss=1.04, Synergy_Loewe=-2.34, Synergy_HSA=-1.28. (5) Drug 1: C1=CC(=CC=C1CC(C(=O)O)N)N(CCCl)CCCl.Cl. Drug 2: CS(=O)(=O)OCCCCOS(=O)(=O)C. Cell line: ACHN. Synergy scores: CSS=61.7, Synergy_ZIP=4.35, Synergy_Bliss=5.66, Synergy_Loewe=7.17, Synergy_HSA=8.51.